From a dataset of Catalyst prediction with 721,799 reactions and 888 catalyst types from USPTO. Predict which catalyst facilitates the given reaction. (1) Reactant: [CH3:1][C:2]1([CH3:27])[C:6]([C:7]2[CH:12]=[C:11]([C:13]([O:15][CH3:16])=[O:14])[CH:10]=[CH:9][C:8]=2[C:17]2[CH:22]=[C:21]([O:23][CH2:24][CH3:25])[CH:20]=[CH:19][C:18]=2[F:26])=[CH:5][CH2:4][CH2:3]1.CO. The catalyst class is: 45. Product: [CH3:27][C:2]1([CH3:1])[CH2:3][CH2:4][CH2:5][CH:6]1[C:7]1[CH:12]=[C:11]([C:13]([O:15][CH3:16])=[O:14])[CH:10]=[CH:9][C:8]=1[C:17]1[CH:22]=[C:21]([O:23][CH2:24][CH3:25])[CH:20]=[CH:19][C:18]=1[F:26]. (2) Reactant: [Cl:1][C:2]1[CH:7]=[C:6]([N:8]2[CH:12]=[C:11]([C:13]3[N:17]=[CH:16][NH:15][N:14]=3)[C:10]([C:18]3[CH:23]=[CH:22][CH:21]=[CH:20][C:19]=3[Cl:24])=[N:9]2)[CH:5]=[CH:4][N:3]=1.[H-].[Na+].[CH3:27][Si:28]([CH3:35])([CH3:34])[CH2:29][CH2:30][O:31][CH2:32]Cl.O. Product: [Cl:1][C:2]1[CH:7]=[C:6]([N:8]2[CH:12]=[C:11]([C:13]3[N:17]=[CH:16][N:15]([CH2:32][O:31][CH2:30][CH2:29][Si:28]([CH3:35])([CH3:34])[CH3:27])[N:14]=3)[C:10]([C:18]3[CH:23]=[CH:22][CH:21]=[CH:20][C:19]=3[Cl:24])=[N:9]2)[CH:5]=[CH:4][N:3]=1. The catalyst class is: 31. (3) Reactant: [CH2:1]([N:3]1[CH2:8][CH2:7][NH:6][CH2:5][CH2:4]1)[CH3:2].F[C:10]1[CH:11]=[CH:12][C:13]([N+:17]([O-:19])=[O:18])=[C:14]([NH2:16])[CH:15]=1.CCN(C(C)C)C(C)C. Product: [CH2:1]([N:3]1[CH2:8][CH2:7][N:6]([C:10]2[CH:11]=[CH:12][C:13]([N+:17]([O-:19])=[O:18])=[C:14]([NH2:16])[CH:15]=2)[CH2:5][CH2:4]1)[CH3:2]. The catalyst class is: 3. (4) Reactant: [CH3:1][O:2][CH2:3][CH2:4][NH2:5].C(N(CC)CC)C.[CH3:13][S:14](Cl)(=[O:16])=[O:15]. Product: [CH3:1][O:2][CH2:3][CH2:4][NH:5][S:14]([CH3:13])(=[O:16])=[O:15]. The catalyst class is: 4. (5) Reactant: Cl[C:2]1[C:3](=[O:20])[N:4]([C:9]2[CH:10]=[C:11]([CH:16]=[CH:17][C:18]=2[CH3:19])[C:12]([O:14]C)=O)[CH:5]=[C:6]([Cl:8])[N:7]=1.[CH3:21][N:22]([CH3:27])[CH2:23][CH2:24][CH2:25][NH2:26].[CH:28]1([NH2:31])[CH2:30][CH2:29]1.C([Mg]Cl)(C)C.[NH4+].[Cl-]. Product: [Cl:8][C:6]1[N:7]=[C:2]([NH:26][CH2:25][CH2:24][CH2:23][N:22]([CH3:27])[CH3:21])[C:3](=[O:20])[N:4]([C:9]2[CH:10]=[C:11]([CH:16]=[CH:17][C:18]=2[CH3:19])[C:12]([NH:31][CH:28]2[CH2:30][CH2:29]2)=[O:14])[CH:5]=1. The catalyst class is: 7. (6) Reactant: [C:1]([N:4]([CH2:25][C@@H:26]1[O:30][C:29](=[O:31])[N:28]([C:32]2[CH:37]=[CH:36][C:35]([CH:38]3[CH2:43][CH2:42][S:41](=[O:45])(=[O:44])[CH2:40][CH2:39]3)=[C:34]([F:46])[CH:33]=2)[CH2:27]1)[C:5]([O:7][CH2:8][O:9][C:10](=[O:24])[C@@H:11]([NH:16]C(OC(C)(C)C)=O)[C@@H:12]([CH3:15])[CH2:13][CH3:14])=[O:6])(=[O:3])[CH3:2].C1(OC)C=CC=CC=1.[ClH:55]. Product: [ClH:55].[C:1]([N:4]([CH2:25][C@@H:26]1[O:30][C:29](=[O:31])[N:28]([C:32]2[CH:37]=[CH:36][C:35]([CH:38]3[CH2:39][CH2:40][S:41](=[O:44])(=[O:45])[CH2:42][CH2:43]3)=[C:34]([F:46])[CH:33]=2)[CH2:27]1)[C:5]([O:7][CH2:8][O:9][C:10](=[O:24])[C@@H:11]([NH2:16])[C@@H:12]([CH3:15])[CH2:13][CH3:14])=[O:6])(=[O:3])[CH3:2]. The catalyst class is: 1.